Dataset: Catalyst prediction with 721,799 reactions and 888 catalyst types from USPTO. Task: Predict which catalyst facilitates the given reaction. Reactant: [NH2:1][C:2]1[CH:3]=[C:4]2[C:8](=[CH:9][CH:10]=1)[NH:7][C:6](=[O:11])[CH2:5]2.[CH3:12][O:13][C:14]([C:16]1[CH:24]=[CH:23][C:19]([C:20](Cl)=[O:21])=[CH:18][CH:17]=1)=[O:15]. Product: [CH3:12][O:13][C:14]([C:16]1[CH:24]=[CH:23][C:19]([C:20]([NH:1][C:2]2[CH:3]=[C:4]3[C:8](=[CH:9][CH:10]=2)[NH:7][C:6](=[O:11])[CH2:5]3)=[O:21])=[CH:18][CH:17]=1)=[O:15]. The catalyst class is: 17.